Dataset: TCR-epitope binding with 47,182 pairs between 192 epitopes and 23,139 TCRs. Task: Binary Classification. Given a T-cell receptor sequence (or CDR3 region) and an epitope sequence, predict whether binding occurs between them. (1) The epitope is TSNQVAVLY. The TCR CDR3 sequence is CSARAGGGQETQYF. Result: 0 (the TCR does not bind to the epitope). (2) The epitope is ATVVIGTSK. The TCR CDR3 sequence is CASSLSASYEQYF. Result: 0 (the TCR does not bind to the epitope). (3) The epitope is TPGPGVRYPL. The TCR CDR3 sequence is CASSERGRYNEQFF. Result: 1 (the TCR binds to the epitope). (4) Result: 1 (the TCR binds to the epitope). The TCR CDR3 sequence is CASSLPSGGTDTQYF. The epitope is FLNGSCGSV. (5) The epitope is YSEHPTFTSQY. The TCR CDR3 sequence is CATSDWGITSGGFRDTQYF. Result: 0 (the TCR does not bind to the epitope).